From a dataset of Peptide-MHC class I binding affinity with 185,985 pairs from IEDB/IMGT. Regression. Given a peptide amino acid sequence and an MHC pseudo amino acid sequence, predict their binding affinity value. This is MHC class I binding data. (1) The peptide sequence is WTGMVDGWY. The MHC is HLA-B15:17 with pseudo-sequence HLA-B15:17. The binding affinity (normalized) is 0.0847. (2) The peptide sequence is SYVKSKLKL. The MHC is H-2-Db with pseudo-sequence H-2-Db. The binding affinity (normalized) is 0.